Predict the product of the given reaction. From a dataset of Forward reaction prediction with 1.9M reactions from USPTO patents (1976-2016). Given the reactants [CH2:1]([N:3]([CH2:6][CH3:7])[CH2:4][CH3:5])[CH3:2].Cl.[F:9][C:10]([F:27])([S:23]([O-:26])(=[O:25])=[O:24])[CH:11]([O:16][C:17](=[O:22])[C:18]([CH3:21])([CH3:20])[CH3:19])[C:12]([F:15])([F:14])[F:13].[Na+].ClCCl, predict the reaction product. The product is: [F:27][C:10]([F:9])([S:23]([O-:26])(=[O:24])=[O:25])[CH:11]([O:16][C:17](=[O:22])[C:18]([CH3:20])([CH3:21])[CH3:19])[C:12]([F:13])([F:15])[F:14].[CH2:1]([NH+:3]([CH2:6][CH3:7])[CH2:4][CH3:5])[CH3:2].